From a dataset of Catalyst prediction with 721,799 reactions and 888 catalyst types from USPTO. Predict which catalyst facilitates the given reaction. (1) Reactant: [C:1]([O:4][CH2:5][C@H:6]([NH:21][C:22]([O:24][CH2:25][C:26]1[CH:31]=[CH:30][CH:29]=[CH:28][CH:27]=1)=[O:23])[C:7]([N:9]1[CH2:13][CH2:12][CH2:11][C@H:10]1[C:14]([O:16]C(C)(C)C)=[O:15])=[O:8])(=[O:3])[CH3:2].C(O)(C(F)(F)F)=O.C(Cl)Cl. Product: [C:1]([O:4][CH2:5][C@H:6]([NH:21][C:22]([O:24][CH2:25][C:26]1[CH:27]=[CH:28][CH:29]=[CH:30][CH:31]=1)=[O:23])[C:7]([N:9]1[CH2:13][CH2:12][CH2:11][C@H:10]1[C:14]([OH:16])=[O:15])=[O:8])(=[O:3])[CH3:2]. The catalyst class is: 34. (2) Reactant: [CH2:1]([O:5][C:6]1[CH2:11][CH2:10][CH:9]([CH3:12])[C:8](=[O:13])[CH:7]=1)[CH:2]([CH3:4])[CH3:3].[CH:14]([N-]C(C)C)(C)C.[Li+].ClC[O:24][CH2:25][C:26]1[CH:31]=[CH:30][CH:29]=[CH:28][CH:27]=1. Product: [CH2:25]([O:24][CH2:12][C:9]1([CH3:14])[C:8](=[O:13])[CH:7]=[C:6]([O:5][CH2:1][CH:2]([CH3:4])[CH3:3])[CH2:11][CH2:10]1)[C:26]1[CH:31]=[CH:30][CH:29]=[CH:28][CH:27]=1. The catalyst class is: 1.